From a dataset of Reaction yield outcomes from USPTO patents with 853,638 reactions. Predict the reaction yield, written as a fraction of the theoretical maximum amount of product (1.0 means a 100% yield; for example, 0.34 means a 34% yield). (1) The reactants are [C:1]([O:4][CH2:5][CH2:6][C@H:7]1[CH2:12][CH2:11][C@H:10]([CH:13]([NH:19][C:20]([O:22][C:23]([CH3:26])([CH3:25])[CH3:24])=[O:21])[CH2:14][CH2:15][N:16]=[N+]=[N-])[CH2:9][CH2:8]1)(=[O:3])[CH3:2]. The catalyst is CO.[Pd]. The product is [C:1]([O:4][CH2:5][CH2:6][C@H:7]1[CH2:12][CH2:11][C@H:10]([CH:13]([NH:19][C:20]([O:22][C:23]([CH3:26])([CH3:25])[CH3:24])=[O:21])[CH2:14][CH2:15][NH2:16])[CH2:9][CH2:8]1)(=[O:3])[CH3:2]. The yield is 1.00. (2) The reactants are [C:1]([C:3]1[CH:8]=[CH:7][C:6]([Br:9])=[CH:5][N:4]=1)#[N:2].[N-:10]=[N+:11]=[N-:12].[Na+].[Cl-].[NH4+].O. The catalyst is CN(C)C=O. The product is [NH:10]1[C:1]([C:3]2[CH:8]=[CH:7][C:6]([Br:9])=[CH:5][N:4]=2)=[N:2][N:12]=[N:11]1. The yield is 0.850. (3) The reactants are [C:1]([O:5][C:6]([NH:8][C:9]1[CH:10]=[C:11]([CH2:29][CH:30]([O:36][CH2:37][CH3:38])[C:31]([O:33]CC)=[O:32])[CH:12]=[CH:13][C:14]=1[O:15][CH2:16][CH2:17][C:18]1[CH:23]=[CH:22][C:21]([O:24][S:25]([CH3:28])(=[O:27])=[O:26])=[CH:20][CH:19]=1)=[O:7])([CH3:4])([CH3:3])[CH3:2].[OH-].[Li+]. The catalyst is C1COCC1.O. The product is [C:1]([O:5][C:6]([NH:8][C:9]1[CH:10]=[C:11]([CH2:29][CH:30]([O:36][CH2:37][CH3:38])[C:31]([OH:33])=[O:32])[CH:12]=[CH:13][C:14]=1[O:15][CH2:16][CH2:17][C:18]1[CH:23]=[CH:22][C:21]([O:24][S:25]([CH3:28])(=[O:27])=[O:26])=[CH:20][CH:19]=1)=[O:7])([CH3:3])([CH3:4])[CH3:2]. The yield is 0.520. (4) The product is [NH2:31][C:26]1[CH:27]=[CH:28][C:23]([CH2:22][CH2:21][NH:29][S:17]([C:15]2[CH:14]=[CH:13][C:11]3[N:12]=[C:8]([C:3]4[C:4]([CH3:7])=[N:5][NH:6][C:2]=4[NH2:1])[S:9][C:10]=3[CH:16]=2)(=[O:19])=[O:18])=[CH:24][CH:25]=1. The reactants are [NH2:1][C:2]1[NH:6][N:5]=[C:4]([CH3:7])[C:3]=1[C:8]1[S:9][C:10]2[CH:16]=[C:15]([S:17](Cl)(=[O:19])=[O:18])[CH:14]=[CH:13][C:11]=2[N:12]=1.[CH2:21]([NH2:29])[CH2:22][C:23]1[CH:28]=[CH:27][CH:26]=[CH:25][CH:24]=1.C[N:31]1CCOCC1. The catalyst is CO. The yield is 0.190. (5) The reactants are FC(F)(F)S(O[C:7]1[C@@:11]2([CH3:28])[CH2:12][CH2:13][C@H:14]3[C@H:23]([C@@H:10]2[CH2:9][CH:8]=1)[CH2:22][CH:21]=[C:20]1[C@:15]3([CH3:27])[CH2:16][CH2:17][C:18](=[O:26])[N:19]1[CH2:24][CH3:25])(=O)=O.[N:31]1[CH:36]=[C:35](B(O)O)[CH:34]=[N:33][CH:32]=1.C([O-])(=O)C.[Na+].O. The catalyst is C1COCC1. The product is [CH2:24]([N:19]1[C:20]2[C@@:15]([CH3:27])([C@H:14]3[CH2:13][CH2:12][C@@:11]4([CH3:28])[C@@H:10]([CH2:9][CH:8]=[C:7]4[C:35]4[CH:36]=[N:31][CH:32]=[N:33][CH:34]=4)[C@@H:23]3[CH2:22][CH:21]=2)[CH2:16][CH2:17][C:18]1=[O:26])[CH3:25]. The yield is 0.120. (6) The reactants are [OH:1][NH:2]/[C:3](/[C:6]([O:8][CH2:9][CH3:10])=[O:7])=[N:4]\[H].CN(C(ON1N=NC2C=CC=NC1=2)=[N+](C)C)C.F[P-](F)(F)(F)(F)F.CCN(C(C)C)C(C)C.[C:44]([O:48][C:49]([NH:51][C:52]([CH3:57])([CH3:56])[C:53](O)=[O:54])=[O:50])([CH3:47])([CH3:46])[CH3:45]. The catalyst is CN(C)C=O. The product is [C:44]([O:48][C:49]([NH:51][C:52]([CH3:57])([CH3:56])[C:53]([NH:4]/[C:3](=[N:2]/[OH:1])/[C:6]([O:8][CH2:9][CH3:10])=[O:7])=[O:54])=[O:50])([CH3:47])([CH3:46])[CH3:45]. The yield is 0.150.